This data is from Reaction yield outcomes from USPTO patents with 853,638 reactions. The task is: Predict the reaction yield, written as a fraction of the theoretical maximum amount of product (1.0 means a 100% yield; for example, 0.34 means a 34% yield). (1) The reactants are [CH2:1]([C@H:8]1[CH2:13][N:12]([C:14]2[CH:23]=[CH:22][C:21]([O:24][CH3:25])=[C:20]3[C:15]=2[CH:16]=[CH:17][C:18]([C:26]([F:29])([F:28])[F:27])=[N:19]3)[CH2:11][CH2:10][N:9]1[CH2:30][C:31]([NH:33][O:34]C1CCCCO1)=[O:32])[C:2]1[CH:7]=[CH:6][CH:5]=[CH:4][CH:3]=1.O.Cl. The catalyst is CO.O1CCOCC1. The product is [CH2:1]([C@H:8]1[CH2:13][N:12]([C:14]2[CH:23]=[CH:22][C:21]([O:24][CH3:25])=[C:20]3[C:15]=2[CH:16]=[CH:17][C:18]([C:26]([F:28])([F:29])[F:27])=[N:19]3)[CH2:11][CH2:10][N:9]1[CH2:30][C:31]([NH:33][OH:34])=[O:32])[C:2]1[CH:3]=[CH:4][CH:5]=[CH:6][CH:7]=1. The yield is 0.970. (2) The reactants are [Br:1][C:2]1[CH:3]=[N:4][CH:5]=[C:6]([B:8]([OH:10])[OH:9])[CH:7]=1.[CH3:11][N:12]([CH2:16][CH2:17]O)[CH2:13][CH2:14]O. The catalyst is C1(C)C=CC=CC=1. The product is [Br:1][C:2]1[CH:7]=[C:6]([B:8]2[O:10][CH2:17][CH2:16][N:12]([CH3:11])[CH2:13][CH2:14][O:9]2)[CH:5]=[N:4][CH:3]=1. The yield is 1.00. (3) The reactants are F[C:2]1[CH:10]=[CH:9][C:8]([S:11]([CH3:14])(=[O:13])=[O:12])=[CH:7][C:3]=1[C:4]([OH:6])=[O:5].C(=O)([O-])[O-].[Cs+].[Cs+].[F:21][C:22]([F:26])([F:25])[CH2:23][SH:24].Cl. The catalyst is CN(C)C=O. The product is [CH3:14][S:11]([C:8]1[CH:9]=[CH:10][C:2]([S:24][CH2:23][C:22]([F:26])([F:25])[F:21])=[C:3]([CH:7]=1)[C:4]([OH:6])=[O:5])(=[O:13])=[O:12]. The yield is 0.990. (4) The reactants are [Cl:1][C:2]1[CH:3]=[C:4]([N:9]2[CH:13]=[C:12]([C:14]([OH:16])=[O:15])[N:11]=[CH:10]2)[CH:5]=[CH:6][C:7]=1[Cl:8].S(=O)(=O)(O)O.[CH3:22]O. No catalyst specified. The product is [CH3:22][O:15][C:14]([C:12]1[N:11]=[CH:10][N:9]([C:4]2[CH:5]=[CH:6][C:7]([Cl:8])=[C:2]([Cl:1])[CH:3]=2)[CH:13]=1)=[O:16]. The yield is 0.810. (5) The reactants are [CH3:1][NH:2][CH2:3][C:4]1[CH:13]=[CH:12][C:7]([C:8]([O:10][CH3:11])=[O:9])=[CH:6][CH:5]=1.[C:14](Cl)(=[O:23])[O:15][CH2:16][C:17]1[CH:22]=[CH:21][CH:20]=[CH:19][CH:18]=1.C(=O)(O)[O-].[Na+].C(OCC)(=O)C. The product is [CH2:16]([O:15][C:14]([N:2]([CH2:3][C:4]1[CH:13]=[CH:12][C:7]([C:8]([O:10][CH3:11])=[O:9])=[CH:6][CH:5]=1)[CH3:1])=[O:23])[C:17]1[CH:22]=[CH:21][CH:20]=[CH:19][CH:18]=1. The yield is 0.535. The catalyst is C1COCC1.O. (6) The reactants are CO.[OH-].[CH2:4]([N+:6]([CH2:12][CH3:13])([CH2:8][CH2:9][O:10][CH3:11])[CH3:7])[CH3:5].[CH3:14][O:15][CH2:16][CH2:17][O:18][CH2:19][CH2:20][O:21][CH2:22][CH2:23][C:24]([OH:26])=[O:25]. No catalyst specified. The product is [CH3:14][O:15][CH2:16][CH2:17][O:18][CH2:19][CH2:20][O:21][CH2:22][CH2:23][C:24]([O-:26])=[O:25].[CH2:4]([N+:6]([CH2:12][CH3:13])([CH2:8][CH2:9][O:10][CH3:11])[CH3:7])[CH3:5]. The yield is 1.00. (7) No catalyst specified. The reactants are Br[CH2:2][C:3]1[C:13]([Cl:14])=[N:12][CH:11]=[CH:10][C:4]=1[C:5]([O:7]CC)=O.[Cl:15][C:16]1[CH:17]=[C:18]([CH2:28][NH2:29])[CH:19]=[N:20][C:21]=1[O:22][CH2:23][C:24]([F:27])([F:26])[CH3:25]. The product is [Cl:14][C:13]1[C:3]2[CH2:2][N:29]([CH2:28][C:18]3[CH:19]=[N:20][C:21]([O:22][CH2:23][C:24]([F:26])([F:27])[CH3:25])=[C:16]([Cl:15])[CH:17]=3)[C:5](=[O:7])[C:4]=2[CH:10]=[CH:11][N:12]=1. The yield is 0.770.